From a dataset of Full USPTO retrosynthesis dataset with 1.9M reactions from patents (1976-2016). Predict the reactants needed to synthesize the given product. Given the product [NH:3]1[C:7]2[CH:8]=[CH:9][CH:10]=[CH:11][C:6]=2[N:5]=[C:4]1[CH:12]([NH2:25])[CH2:13][C:14]1[CH:19]=[CH:18][C:17]([C:20]([F:22])([F:21])[F:23])=[CH:16][C:15]=1[F:24], predict the reactants needed to synthesize it. The reactants are: N#N.[NH:3]1[C:7]2[CH:8]=[CH:9][CH:10]=[CH:11][C:6]=2[N:5]=[C:4]1[CH:12]([NH:25]C(=O)OC(C)(C)C)[CH2:13][C:14]1[CH:19]=[CH:18][C:17]([C:20]([F:23])([F:22])[F:21])=[CH:16][C:15]=1[F:24].Cl.